Dataset: Reaction yield outcomes from USPTO patents with 853,638 reactions. Task: Predict the reaction yield, written as a fraction of the theoretical maximum amount of product (1.0 means a 100% yield; for example, 0.34 means a 34% yield). (1) The reactants are C(O[O:5][C:6]1[CH:11]=[CH:10][C:9]([Br:12])=[C:8](CC)[C:7]=1[CH:15]=[O:16])(=O)C.[Li+].[OH-:18].[CH2:19]1[CH2:23][O:22]CC1. The catalyst is O. The product is [Br:12][C:9]1[CH:10]=[CH:11][C:6]([O:5][CH2:19][C:23]([OH:18])=[O:22])=[C:7]([CH:15]=[O:16])[CH:8]=1. The yield is 0.940. (2) The reactants are C(N(CC)CC)C.Br[CH2:9][CH2:10][CH2:11][CH2:12][C:13]([O:15][CH2:16][CH3:17])=[O:14].[CH2:18]([O:20][C:21](=[O:31])[CH2:22][NH:23][CH2:24][C:25]1[CH:30]=[CH:29][CH:28]=[CH:27][CH:26]=1)[CH3:19]. The catalyst is C(#N)C. The product is [CH2:24]([N:23]([CH2:22][C:21]([O:20][CH2:18][CH3:19])=[O:31])[CH2:9][CH2:10][CH2:11][CH2:12][C:13]([O:15][CH2:16][CH3:17])=[O:14])[C:25]1[CH:30]=[CH:29][CH:28]=[CH:27][CH:26]=1. The yield is 0.370. (3) The reactants are CO[C:3](=[O:32])[C:4]1[C:9]([Cl:10])=[CH:8][C:7]([Cl:11])=[CH:6][C:5]=1[NH:12][C:13](=[O:31])[CH:14]([C:16]1[CH:21]=[CH:20][C:19]([O:22][CH2:23][C:24]2[CH:29]=[CH:28][CH:27]=[CH:26][CH:25]=2)=[C:18]([Br:30])[CH:17]=1)[CH3:15].[Li+].C[Si]([N-][Si](C)(C)C)(C)C.CCCCCC. The catalyst is CCOC(C)=O. The product is [CH2:23]([O:22][C:19]1[CH:20]=[CH:21][C:16]([C:14]2([CH3:15])[C:3](=[O:32])[C:4]3[C:5](=[CH:6][C:7]([Cl:11])=[CH:8][C:9]=3[Cl:10])[NH:12][C:13]2=[O:31])=[CH:17][C:18]=1[Br:30])[C:24]1[CH:25]=[CH:26][CH:27]=[CH:28][CH:29]=1. The yield is 0.670. (4) The reactants are [Cl:1][CH2:2]C(CCl)=O.[CH2:7]([O:14][C:15]([NH:17][C@H:18]([C:26]([OH:28])=O)[CH2:19][C:20]1[CH:25]=[CH:24][CH:23]=[CH:22][CH:21]=1)=[O:16])[C:8]1[CH:13]=[CH:12][CH:11]=[CH:10][CH:9]=1.[BH4-].[Na+]. The catalyst is CO.O1CCCC1. The product is [CH2:7]([O:14][C:15]([NH:17][C@@H:18]([CH2:19][C:20]1[CH:21]=[CH:22][CH:23]=[CH:24][CH:25]=1)[C@H:26]([OH:28])[CH2:2][Cl:1])=[O:16])[C:8]1[CH:9]=[CH:10][CH:11]=[CH:12][CH:13]=1. The yield is 0.430. (5) The reactants are Cl.Cl.[O:3]1[C:9]2[CH:10]=[CH:11][C:12]([C:14]3[CH:15]=[C:16]([NH2:21])[C:17]([NH2:20])=[N:18][CH:19]=3)=[CH:13][C:8]=2[CH2:7][NH:6][CH2:5][CH2:4]1.Cl[C:23]1[C:32]2[CH2:31][C:30]([CH3:34])([CH3:33])[CH:29]=[CH:28][C:27]=2[N:26]=[CH:25][N:24]=1.C(N(C(C)C)CC)(C)C. The catalyst is CN1C(=O)CCC1. The product is [CH3:33][C:30]1([CH3:34])[CH:29]=[CH:28][C:27]2[N:26]=[CH:25][N:24]=[C:23]([N:6]3[CH2:7][C:8]4[CH:13]=[C:12]([C:14]5[CH:15]=[C:16]([NH2:21])[C:17]([NH2:20])=[N:18][CH:19]=5)[CH:11]=[CH:10][C:9]=4[O:3][CH2:4][CH2:5]3)[C:32]=2[CH2:31]1. The yield is 0.740. (6) The reactants are [CH3:1][C:2]1[CH:3]=[C:4]([OH:17])[CH:5]=[CH:6][C:7]=1[B:8]1[O:12][C:11]([CH3:14])([CH3:13])[C:10]([CH3:16])([CH3:15])[O:9]1.[H-].[Na+].I[CH:21]([CH3:23])[CH3:22]. The catalyst is CN(C)C=O. The product is [CH:21]([O:17][C:4]1[CH:5]=[CH:6][C:7]([B:8]2[O:12][C:11]([CH3:13])([CH3:14])[C:10]([CH3:16])([CH3:15])[O:9]2)=[C:2]([CH3:1])[CH:3]=1)([CH3:23])[CH3:22]. The yield is 0.730. (7) The reactants are [C:1]([O:5][C:6](=[O:35])[NH:7][C:8]1([C:12]2[CH:17]=[CH:16][C:15]([C:18]3[C:19]([C:29]4[CH:34]=[CH:33][CH:32]=[CH:31][CH:30]=4)=[CH:20][C:21]4[NH:26][C:25](=S)[CH2:24][O:23][C:22]=4[N:28]=3)=[CH:14][CH:13]=2)[CH2:11][CH2:10][CH2:9]1)([CH3:4])([CH3:3])[CH3:2].[CH:36]1([C:39]([NH:41][NH2:42])=O)[CH2:38][CH2:37]1. The catalyst is CC1C=CC(C)=CC=1. The product is [CH:36]1([C:39]2[N:26]3[C:21]4[CH:20]=[C:19]([C:29]5[CH:34]=[CH:33][CH:32]=[CH:31][CH:30]=5)[C:18]([C:15]5[CH:16]=[CH:17][C:12]([C:8]6([NH:7][C:6](=[O:35])[O:5][C:1]([CH3:4])([CH3:3])[CH3:2])[CH2:11][CH2:10][CH2:9]6)=[CH:13][CH:14]=5)=[N:28][C:22]=4[O:23][CH2:24][C:25]3=[N:42][N:41]=2)[CH2:38][CH2:37]1. The yield is 0.320.